This data is from Full USPTO retrosynthesis dataset with 1.9M reactions from patents (1976-2016). The task is: Predict the reactants needed to synthesize the given product. (1) Given the product [OH:55][CH2:54][C:53]#[C:52][C:50]1[N:49]([S:56]([C:59]2[CH:60]=[CH:61][C:62]([CH3:65])=[CH:63][CH:64]=2)(=[O:58])=[O:57])[C:45]2=[N:46][CH:47]=[CH:48][C:43]([C:9]3[CH:10]=[CH:11][C:12]([S:15]([NH:41][CH2:40][CH2:39][NH:35][C:36](=[O:38])[O:37][C:44]([CH3:51])([CH3:45])[CH3:43])(=[O:17])=[O:16])=[CH:13][CH:14]=3)=[C:44]2[CH:51]=1, predict the reactants needed to synthesize it. The reactants are: CC1(C)C(C)(C)OB([C:9]2[CH:14]=[CH:13][C:12]([S:15](OC3C(F)=C(F)C(F)=C(F)C=3F)(=[O:17])=[O:16])=[CH:11][CH:10]=2)O1.CC([N:35]([CH2:39][CH2:40][NH2:41])[C:36](=[O:38])[O-:37])(C)C.Br[C:43]1[CH:48]=[CH:47][N:46]=[C:45]2[N:49]([S:56]([C:59]3[CH:64]=[CH:63][C:62]([CH3:65])=[CH:61][CH:60]=3)(=[O:58])=[O:57])[C:50]([C:52]#[C:53][CH2:54][OH:55])=[CH:51][C:44]=12.C(=O)([O-])[O-].[Na+].[Na+].O.[Cl-].[Na+].O. (2) Given the product [Mg+2:1].[Br-:2].[Br-:2].[C:4]([O:10][CH2:11][CH3:12])(=[O:9])[CH2:5][C:6]([CH3:8])=[O:7], predict the reactants needed to synthesize it. The reactants are: [Mg+2:1].[Br-:2].[Br-].[C:4]([O:10][CH2:11][CH3:12])(=[O:9])[CH2:5][C:6]([CH3:8])=[O:7].